From a dataset of Catalyst prediction with 721,799 reactions and 888 catalyst types from USPTO. Predict which catalyst facilitates the given reaction. Reactant: [Na:1].[CH2:2]1[O:4][CH2:3]1.[C:5]([OH:10])(=[O:9])[C:6]([CH3:8])=[CH2:7].[CH2:11]=[CH:12][C:13]1[CH:18]=[CH:17][CH:16]=[CH:15][CH:14]=1.[C:19]([O:23][CH2:24][CH2:25][CH2:26][CH3:27])(=[O:22])[CH:20]=[CH2:21].S(OOS([O-])(=O)=O)([O-])(=O)=O.[NH4+].[NH4+].S([O-])([O-])(=O)=O.[NH4+].[NH4+]. Product: [CH:11]([CH2:7][C:6](=[CH2:8])[C:5]([OH:10])=[O:9])=[CH:12][C:13]1[CH:18]=[CH:17][CH:16]=[CH:15][CH:14]=1.[C:19]([O:23][CH2:24][CH2:25][CH2:26][CH3:27])(=[O:22])[CH:20]=[CH2:21].[Na:1].[CH2:3]1[O:4][CH2:2]1.[C:5]([OH:10])(=[O:9])[C:6]([CH3:8])=[CH2:7]. The catalyst class is: 6.